Task: Regression. Given a peptide amino acid sequence and an MHC pseudo amino acid sequence, predict their binding affinity value. This is MHC class I binding data.. Dataset: Peptide-MHC class I binding affinity with 185,985 pairs from IEDB/IMGT The peptide sequence is GSDKQVVGQ. The MHC is HLA-B35:01 with pseudo-sequence HLA-B35:01. The binding affinity (normalized) is 0.0847.